Predict which catalyst facilitates the given reaction. From a dataset of Catalyst prediction with 721,799 reactions and 888 catalyst types from USPTO. (1) Reactant: [Cl:1][C:2]1[CH:3]=[C:4]([CH:6]=[CH:7][C:8]=1I)[NH2:5].[C:10]1([As](C2C=CC=CC=2)C2C=CC=CC=2)C=CC=C[CH:11]=1.C(C([Sn])=C(CCCC)CCCC)CCC. Product: [Cl:1][C:2]1[CH:3]=[C:4]([NH2:5])[CH:6]=[CH:7][C:8]=1[CH:10]=[CH2:11]. The catalyst class is: 7. (2) Reactant: [NH2:1][C:2]1[N:7]=[C:6]([N:8]2[CH2:32][CH2:31][C:11]3([CH2:15][N:14](C(OCC4C=CC=CC=4)=O)[C@H:13]([C:26]([O:28][CH2:29][CH3:30])=[O:27])[CH2:12]3)[CH2:10][CH2:9]2)[CH:5]=[C:4]([O:33][C@H:34]([C:39]2[CH:44]=[CH:43][C:42]([C:45]3[CH2:46][CH2:47][N:48]([S:51]([CH3:54])(=[O:53])=[O:52])[CH2:49][CH:50]=3)=[CH:41][C:40]=2[N:55]2[CH:59]=[CH:58][C:57]([CH3:60])=[N:56]2)[C:35]([F:38])([F:37])[F:36])[N:3]=1. Product: [NH2:1][C:2]1[N:7]=[C:6]([N:8]2[CH2:32][CH2:31][C:11]3([CH2:15][NH:14][C@H:13]([C:26]([O:28][CH2:29][CH3:30])=[O:27])[CH2:12]3)[CH2:10][CH2:9]2)[CH:5]=[C:4]([O:33][C@H:34]([C:39]2[CH:44]=[CH:43][C:42]([CH:45]3[CH2:46][CH2:47][N:48]([S:51]([CH3:54])(=[O:53])=[O:52])[CH2:49][CH2:50]3)=[CH:41][C:40]=2[N:55]2[CH:59]=[CH:58][C:57]([CH3:60])=[N:56]2)[C:35]([F:37])([F:38])[F:36])[N:3]=1. The catalyst class is: 19. (3) Reactant: O=[C:2]1[C:10]2[CH:9]=[C:8]3[O:11][CH2:12][O:13][C:7]3=[CH:6][C:5]=2[C:4](=[O:14])[N:3]1[CH2:15][CH2:16][CH:17]1[CH2:22][CH2:21][N:20]([C:23]([O:25][C:26]([CH3:29])([CH3:28])[CH3:27])=[O:24])[CH2:19][CH2:18]1.O1CCC[CH2:31]1.C[Mg]I.C(OCC)C.Cl. Product: [CH2:31]=[C:2]1[C:10]2[CH:9]=[C:8]3[O:11][CH2:12][O:13][C:7]3=[CH:6][C:5]=2[C:4](=[O:14])[N:3]1[CH2:15][CH2:16][CH:17]1[CH2:22][CH2:21][N:20]([C:23]([O:25][C:26]([CH3:27])([CH3:29])[CH3:28])=[O:24])[CH2:19][CH2:18]1. The catalyst class is: 69. (4) Reactant: C(N(CC)CC)C.[OH:8][CH2:9][CH2:10][N:11]1[C:15]([CH3:16])=[CH:14][C:13]([C:17]([NH2:19])=O)=[N:12]1.FC(F)(F)C(OC(=O)C(F)(F)F)=O. Product: [OH:8][CH2:9][CH2:10][N:11]1[C:15]([CH3:16])=[CH:14][C:13]([C:17]#[N:19])=[N:12]1. The catalyst class is: 4. (5) Product: [Br:1][C:2]1[CH:7]=[N:6][C:5]2[C:8]3[C:9](=[C:10]([C:11]([O:13][CH3:14])=[O:12])[CH:15]=[CH:16][C:17]=3[F:18])[NH:19][C:4]=2[CH:3]=1. The catalyst class is: 262. Reactant: [Br:1][C:2]1[CH:3]=[C:4]([N+:19]([O-])=O)[C:5]([C:8]2[CH:9]=[C:10]([CH:15]=[CH:16][C:17]=2[F:18])[C:11]([O:13][CH3:14])=[O:12])=[N:6][CH:7]=1.C1(P(C2C=CC=CC=2)CCP(C2C=CC=CC=2)C2C=CC=CC=2)C=CC=CC=1. (6) Reactant: [CH3:1][O:2][C:3]1[CH:4]=[C:5]2[C:10](=[CH:11][CH:12]=1)[N:9]=[C:8]([N:13]1[CH2:18][CH2:17][NH:16][CH2:15][CH2:14]1)[CH:7]=[CH:6]2.[CH3:19][C:20]1[CH:29]=[CH:28][C:27]2[C:22](=[CH:23][CH:24]=[C:25]3[O:33][CH2:32][C@H:31]([CH2:34]OS(C4C=CC(Br)=CC=4)(=O)=O)[O:30][C:26]3=2)[N:21]=1.C(=O)(O)[O-].[Na+]. Product: [CH3:1][O:2][C:3]1[CH:4]=[C:5]2[C:10](=[CH:11][CH:12]=1)[N:9]=[C:8]([N:13]1[CH2:18][CH2:17][N:16]([CH2:34][C@@H:31]3[O:30][C:26]4=[C:27]5[C:22](=[CH:23][CH:24]=[C:25]4[O:33][CH2:32]3)[N:21]=[C:20]([CH3:19])[CH:29]=[CH:28]5)[CH2:15][CH2:14]1)[CH:7]=[CH:6]2. The catalyst class is: 16. (7) Reactant: [CH3:1][C:2]([CH3:8])([CH2:5][CH:6]=[CH2:7])[CH:3]=O.[CH2:9]([O:11][C:12](=[O:16])[CH2:13][C:14]#[N:15])[CH3:10].N1CCCCC1.C(O)(=O)C. Product: [CH2:9]([O:11][C:12](=[O:16])[C:13]([C:14]#[N:15])=[CH:1][C:2]([CH3:8])([CH3:3])[CH2:5][CH:6]=[CH2:7])[CH3:10]. The catalyst class is: 11.